This data is from Forward reaction prediction with 1.9M reactions from USPTO patents (1976-2016). The task is: Predict the product of the given reaction. (1) Given the reactants [CH3:1][C:2]([Si:5]([C:21]1[CH:26]=[CH:25][CH:24]=[CH:23][CH:22]=1)([C:15]1[CH:20]=[CH:19][CH:18]=[CH:17][CH:16]=1)[O:6][CH2:7][C@@H:8]1[CH2:13][CH2:12][C@H:11]([CH3:14])[CH2:10][NH:9]1)([CH3:4])[CH3:3].[CH3:27][C:28]1[N:33]=[C:32]([C:34](O)=[O:35])[C:31]([C:37]2[N:42]=[CH:41][CH:40]=[CH:39][N:38]=2)=[CH:30][CH:29]=1.CCN(C(C)C)C(C)C.CN(C(ON1N=NC2C=CC=CC1=2)=[N+](C)C)C.[B-](F)(F)(F)F.C([O-])(O)=O.[Na+], predict the reaction product. The product is: [CH3:1][C:2]([Si:5]([C:15]1[CH:16]=[CH:17][CH:18]=[CH:19][CH:20]=1)([C:21]1[CH:26]=[CH:25][CH:24]=[CH:23][CH:22]=1)[O:6][CH2:7][C@@H:8]1[CH2:13][CH2:12][C@H:11]([CH3:14])[CH2:10][N:9]1[C:34]([C:32]1[C:31]([C:37]2[N:42]=[CH:41][CH:40]=[CH:39][N:38]=2)=[CH:30][CH:29]=[C:28]([CH3:27])[N:33]=1)=[O:35])([CH3:3])[CH3:4]. (2) Given the reactants [CH3:1][CH:2]([O:12][C:13](=[O:25])[C:14]1[C:19]([O:20][CH3:21])=[CH:18][C:17]([O:22][CH3:23])=[CH:16][C:15]=1[OH:24])[CH2:3][CH2:4][C:5](=[O:11])[CH2:6][CH2:7][CH2:8][CH:9]=[CH2:10].[S:26](O[S:26]([C:29]([F:32])([F:31])[F:30])(=[O:28])=[O:27])([C:29]([F:32])([F:31])[F:30])(=[O:28])=[O:27], predict the reaction product. The product is: [CH3:1][CH:2]([O:12][C:13](=[O:25])[C:14]1[C:15]([O:24][S:26]([C:29]([F:32])([F:31])[F:30])(=[O:28])=[O:27])=[CH:16][C:17]([O:22][CH3:23])=[CH:18][C:19]=1[O:20][CH3:21])[CH2:3][CH2:4][C:5](=[O:11])[CH2:6][CH2:7][CH2:8][CH:9]=[CH2:10].